The task is: Predict which catalyst facilitates the given reaction.. This data is from Catalyst prediction with 721,799 reactions and 888 catalyst types from USPTO. (1) Reactant: [F:1][C:2]1[CH:3]=[C:4]([CH:13]([NH:17][C:18]([C:20]2[CH:25]=[C:24]([O:26]C)[N:23]=[C:22]([N:28]3[CH2:32][CH2:31][CH2:30][CH2:29]3)[N:21]=2)=[O:19])[CH2:14][O:15][CH3:16])[CH:5]=[CH:6][C:7]=1[O:8][C:9]([F:12])([F:11])[F:10].Cl.N1C=CC=CC=1.CN(C)C(=O)C. Product: [F:1][C:2]1[CH:3]=[C:4]([CH:13]([NH:17][C:18]([C:20]2[N:21]=[C:22]([N:28]3[CH2:32][CH2:31][CH2:30][CH2:29]3)[NH:23][C:24](=[O:26])[CH:25]=2)=[O:19])[CH2:14][O:15][CH3:16])[CH:5]=[CH:6][C:7]=1[O:8][C:9]([F:10])([F:12])[F:11]. The catalyst class is: 6. (2) Reactant: [NH:1]1[CH2:6][CH2:5][CH:4]([CH2:7][OH:8])[CH2:3][CH2:2]1.[C:9](O[C:9]([O:11][C:12]([CH3:15])([CH3:14])[CH3:13])=[O:10])([O:11][C:12]([CH3:15])([CH3:14])[CH3:13])=[O:10].[Cl-].[NH4+].O. Product: [OH:8][CH2:7][CH:4]1[CH2:5][CH2:6][N:1]([C:9]([O:11][C:12]([CH3:15])([CH3:14])[CH3:13])=[O:10])[CH2:2][CH2:3]1. The catalyst class is: 22. (3) Reactant: Cl.[Br:2][C:3]1[CH:8]=[CH:7][C:6]([N:9]2[CH2:14][CH2:13][NH:12][CH2:11][CH2:10]2)=[CH:5][CH:4]=1.C=O.[CH3:17]C(O)=O.[BH4-].[Na+].[NH4+].[Cl-]. Product: [Br:2][C:3]1[CH:4]=[CH:5][C:6]([N:9]2[CH2:14][CH2:13][N:12]([CH3:17])[CH2:11][CH2:10]2)=[CH:7][CH:8]=1. The catalyst class is: 61. (4) Reactant: [C:1]([O:5][C:6]([NH:8][C@@H:9]([CH2:13][O:14][CH2:15][C@H:16]([O:26][CH2:27][CH2:28][CH3:29])[C@H:17]([C@@H:23]([OH:25])[CH3:24])[CH2:18][CH2:19][CH:20]([CH3:22])[CH3:21])[C:10](O)=[O:11])=[O:7])([CH3:4])([CH3:3])[CH3:2].CC1C=CC=C([N+]([O-])=O)C=1C(OC(C1C([N+]([O-])=O)=CC=CC=1C)=O)=O. Product: [CH2:18]([C@H:17]1[C@H:23]([CH3:24])[O:25][C:10](=[O:11])[C@@H:9]([NH:8][C:6](=[O:7])[O:5][C:1]([CH3:4])([CH3:3])[CH3:2])[CH2:13][O:14][CH2:15][C@@H:16]1[O:26][CH2:27][CH2:28][CH3:29])[CH2:19][CH:20]([CH3:22])[CH3:21]. The catalyst class is: 64. (5) Reactant: [CH3:1][S:2]([NH:5][C:6]1[CH:21]=[CH:20][C:9]2[NH:10][C:11]([CH2:16][C:17]([OH:19])=O)=[N:12][S:13](=[O:15])(=[O:14])[C:8]=2[CH:7]=1)(=[O:4])=[O:3].[CH2:22]([O:24][C:25]([C@@H:27]1[CH2:31][CH2:30][CH2:29][C@@H:28]1[NH:32][CH2:33][CH2:34][CH:35]([CH3:37])[CH3:36])=[O:26])[CH3:23].Cl.CN(C)CCCN=C=NCC.CN1CCOCC1.Cl. Product: [CH2:22]([O:24][C:25]([C@@H:27]1[CH2:31][CH2:30][CH2:29][C@@H:28]1[N:32]([C:17](=[O:19])[CH2:16][C:11]1[NH:10][C:9]2[CH:20]=[CH:21][C:6]([NH:5][S:2]([CH3:1])(=[O:3])=[O:4])=[CH:7][C:8]=2[S:13](=[O:14])(=[O:15])[N:12]=1)[CH2:33][CH2:34][CH:35]([CH3:36])[CH3:37])=[O:26])[CH3:23]. The catalyst class is: 9. (6) Reactant: [CH2:1]([N:8]1[C:13](=O)[CH2:12][O:11][C@H:10]([CH3:15])[C@H:9]1[C:16]([O:18][CH2:19][C:20]1[CH:25]=[CH:24][CH:23]=[CH:22][CH:21]=1)=[O:17])[C:2]1[CH:7]=[CH:6][CH:5]=[CH:4][CH:3]=1.B.CO.O. Product: [CH2:1]([N:8]1[CH2:13][CH2:12][O:11][C@H:10]([CH3:15])[C@H:9]1[C:16]([O:18][CH2:19][C:20]1[CH:25]=[CH:24][CH:23]=[CH:22][CH:21]=1)=[O:17])[C:2]1[CH:3]=[CH:4][CH:5]=[CH:6][CH:7]=1. The catalyst class is: 1. (7) Reactant: [NH2:1][C:2]1[C:3]([F:23])=[CH:4][C:5]([Br:22])=[C:6]([C:8]2[C:9](=[O:21])[N:10]([CH3:20])[C:11]3[C:16]([CH:17]=2)=[CH:15][N:14]=[C:13]([NH:18][CH3:19])[CH:12]=3)[CH:7]=1.[C:24]1([N:30]=[C:31]=[O:32])[CH:29]=[CH:28][CH:27]=[CH:26][CH:25]=1. Product: [Br:22][C:5]1[C:6]([C:8]2[C:9](=[O:21])[N:10]([CH3:20])[C:11]3[C:16]([CH:17]=2)=[CH:15][N:14]=[C:13]([NH:18][CH3:19])[CH:12]=3)=[CH:7][C:2]([NH:1][C:31]([NH:30][C:24]2[CH:29]=[CH:28][CH:27]=[CH:26][CH:25]=2)=[O:32])=[C:3]([F:23])[CH:4]=1. The catalyst class is: 2. (8) Product: [NH2:1][C:2]1[CH:7]=[CH:6][C:5]([C:8]([CH2:10][C:12]2[CH:13]=[CH:14][C:15]([NH2:18])=[CH:16][CH:17]=2)=[O:9])=[CH:4][CH:3]=1. Reactant: [NH2:1][C:2]1[CH:7]=[CH:6][C:5]([C:8]([C:10]([C:12]2[CH:17]=[CH:16][C:15]([NH2:18])=[CH:14][CH:13]=2)=O)=[O:9])=[CH:4][CH:3]=1.S. The catalyst class is: 17.